From a dataset of Reaction yield outcomes from USPTO patents with 853,638 reactions. Predict the reaction yield, written as a fraction of the theoretical maximum amount of product (1.0 means a 100% yield; for example, 0.34 means a 34% yield). (1) The reactants are [N+:1]([C:4]1[CH:25]=[C:24]([C:26]([F:29])([F:28])[F:27])[CH:23]=[CH:22][C:5]=1[O:6][CH2:7][CH2:8][N:9]1[CH2:14][CH2:13][N:12]([C:15]([O:17][C:18]([CH3:21])([CH3:20])[CH3:19])=[O:16])[CH2:11][CH2:10]1)([O-])=O. The catalyst is [Pd].CCOC(C)=O. The product is [NH2:1][C:4]1[CH:25]=[C:24]([C:26]([F:28])([F:29])[F:27])[CH:23]=[CH:22][C:5]=1[O:6][CH2:7][CH2:8][N:9]1[CH2:10][CH2:11][N:12]([C:15]([O:17][C:18]([CH3:21])([CH3:20])[CH3:19])=[O:16])[CH2:13][CH2:14]1. The yield is 0.680. (2) The product is [CH3:50][N:2]([CH3:1])[CH2:3][C:4]([N:6]1[C:14]2[C:9](=[CH:10][C:11]([O:48][CH3:49])=[C:12]([NH:15][C:16]3[NH:21][C:20]4=[N:22][CH:23]=[CH:24][C:19]4=[C:18]([NH:35][C:36]4[CH:46]=[CH:45][CH:44]=[C:43]([F:47])[C:37]=4[C:38]([NH:40][CH2:41][CH3:42])=[O:39])[N:17]=3)[CH:13]=2)[CH2:8][CH2:7]1)=[O:5]. The catalyst is O1CCOCC1. The yield is 0.700. The reactants are [CH3:1][N:2]([CH3:50])[CH2:3][C:4]([N:6]1[C:14]2[C:9](=[CH:10][C:11]([O:48][CH3:49])=[C:12]([NH:15][C:16]3[N:17]=[C:18]([NH:35][C:36]4[CH:46]=[CH:45][CH:44]=[C:43]([F:47])[C:37]=4[C:38]([NH:40][CH2:41][CH3:42])=[O:39])[C:19]4[CH:24]=[CH:23][N:22](S(C5C=CC(C)=CC=5)(=O)=O)[C:20]=4[N:21]=3)[CH:13]=2)[CH2:8][CH2:7]1)=[O:5].C(OCC)(=O)C.